This data is from Forward reaction prediction with 1.9M reactions from USPTO patents (1976-2016). The task is: Predict the product of the given reaction. (1) The product is: [CH2:24]([O:29][C:19]1[CH:18]=[CH:17][C:16]([P:8](=[O:23])([C:9]2[CH:10]=[CH:11][C:12]([O:35][CH2:34][CH:33]3[O:32][CH2:31]3)=[CH:13][CH:14]=2)[C:3]2[CH:4]=[CH:5][CH:6]=[CH:7][CH:2]=2)=[CH:21][CH:20]=1)[CH:26]1[O:28][CH2:27]1. Given the reactants O[C:2]1[CH:7]=[CH:6][CH:5]=[CH:4][C:3]=1[P:8](=[O:23])([C:16]1[CH:21]=[CH:20][CH:19]=[CH:18][C:17]=1O)[C:9]1[CH:14]=[CH:13][CH:12]=[CH:11][C:10]=1O.[CH2:24]([CH:26]1[O:28][CH2:27]1)Cl.[OH-:29].[Na+].[CH3:31][O:32][CH2:33][CH2:34][OH:35], predict the reaction product. (2) Given the reactants FC1C=C(CN)C=NC=1.[CH3:10][C:11]1[N:16]=[C:15]([CH2:17][NH2:18])[CH:14]=[N:13][CH:12]=1.[CH3:19][C:20]1[N:21]=[C:22]([N:28]2[CH2:32][CH2:31][N:30]([CH2:33][CH2:34][CH2:35][C:36]([F:39])([F:38])[F:37])[C:29]2=[O:40])[S:23][C:24]=1[C:25](O)=[O:26], predict the reaction product. The product is: [CH3:19][C:20]1[N:21]=[C:22]([N:28]2[CH2:32][CH2:31][N:30]([CH2:33][CH2:34][CH2:35][C:36]([F:37])([F:38])[F:39])[C:29]2=[O:40])[S:23][C:24]=1[C:25]([NH:18][CH2:17][C:15]1[CH:14]=[N:13][CH:12]=[C:11]([CH3:10])[N:16]=1)=[O:26]. (3) Given the reactants Cl.Cl[C:3]1[N:16]2[C:7](=[N:8][C:9]3[C:14]([C:15]2=[O:17])=[C:13]([F:18])[CH:12]=[CH:11][CH:10]=3)[C:6]2[CH:19]=[CH:20][N:21]([S:22]([C:25]3[CH:30]=[CH:29][C:28]([CH3:31])=[CH:27][CH:26]=3)(=[O:24])=[O:23])[C:5]=2[N:4]=1.[CH3:32][N:33]([CH2:35][C:36]([N:38]1[C:46]2[C:41](=[CH:42][C:43]([O:48][CH3:49])=[C:44]([NH2:47])[CH:45]=2)[CH2:40][C@H:39]1[CH3:50])=[O:37])[CH3:34].[NH4+:51].[OH-].C([O-])(O)=O.[Na+], predict the reaction product. The product is: [CH3:34][N:33]([CH3:32])[CH2:35][C:36]([N:38]1[C:46]2[C:41](=[CH:42][C:43]([O:48][CH3:49])=[C:44]([NH:47][C:3]3[N:16]=[C:7]([NH:8][C:9]4[CH:10]=[CH:11][CH:12]=[C:13]([F:18])[C:14]=4[C:15]([NH2:51])=[O:17])[C:6]4[CH:19]=[CH:20][N:21]([S:22]([C:25]5[CH:30]=[CH:29][C:28]([CH3:31])=[CH:27][CH:26]=5)(=[O:24])=[O:23])[C:5]=4[N:4]=3)[CH:45]=2)[CH2:40][C@H:39]1[CH3:50])=[O:37]. (4) Given the reactants [CH3:1][C@H:2]1[CH2:7][NH:6][C@H:5]([CH3:8])[CH2:4][NH:3]1.[CH3:9][O:10][C:11]1[CH:12]=[C:13]([S:19](Cl)(=[O:21])=[O:20])[CH:14]=[CH:15][C:16]=1[O:17][CH3:18], predict the reaction product. The product is: [CH3:9][O:10][C:11]1[CH:12]=[C:13]([S:19]([N:3]2[CH2:4][C@@H:5]([CH3:8])[N:6]([S:19]([C:13]3[CH:14]=[CH:15][C:16]([O:17][CH3:18])=[C:11]([O:10][CH3:9])[CH:12]=3)(=[O:21])=[O:20])[CH2:7][C@@H:2]2[CH3:1])(=[O:21])=[O:20])[CH:14]=[CH:15][C:16]=1[O:17][CH3:18]. (5) Given the reactants [CH3:1][O:2][C:3]1[C:12]2[CH2:11][C@@H:10]([NH:13]C(=O)C(F)(F)F)[CH2:9][CH2:8][C:7]=2[C:6]([N:20]2[CH2:25][CH2:24][N:23]([C:26]([O:28][C:29]([CH3:32])([CH3:31])[CH3:30])=[O:27])[CH2:22][CH2:21]2)=[CH:5][CH:4]=1.[OH-].[Na+], predict the reaction product. The product is: [NH2:13][C@H:10]1[CH2:9][CH2:8][C:7]2[C:6]([N:20]3[CH2:21][CH2:22][N:23]([C:26]([O:28][C:29]([CH3:30])([CH3:31])[CH3:32])=[O:27])[CH2:24][CH2:25]3)=[CH:5][CH:4]=[C:3]([O:2][CH3:1])[C:12]=2[CH2:11]1. (6) Given the reactants [CH2:1]([NH:8][C:9]([C:11]1[CH:20]=[CH:19][C:18]2[C:13](=[C:14](Br)[CH:15]=[N:16][CH:17]=2)[N:12]=1)=[O:10])[C:2]1[CH:7]=[CH:6][CH:5]=[CH:4][CH:3]=1.[CH3:22][O:23][C:24]1[CH:29]=[CH:28][CH:27]=[CH:26][C:25]=1B(O)O.C(=O)([O-])[O-].[Cs+].[Cs+], predict the reaction product. The product is: [CH2:1]([NH:8][C:9]([C:11]1[CH:20]=[CH:19][C:18]2[C:13](=[C:14]([C:25]3[CH:26]=[CH:27][CH:28]=[CH:29][C:24]=3[O:23][CH3:22])[CH:15]=[N:16][CH:17]=2)[N:12]=1)=[O:10])[C:2]1[CH:7]=[CH:6][CH:5]=[CH:4][CH:3]=1.